This data is from Catalyst prediction with 721,799 reactions and 888 catalyst types from USPTO. The task is: Predict which catalyst facilitates the given reaction. (1) Reactant: [CH:1]([OH:4])([CH3:3])[CH3:2].[OH-].[Na+].Cl[C:8]1[N:13]=[C:12]([NH:14][C:15]2[CH:20]=[CH:19][C:18]([O:21][CH3:22])=[C:17]([Cl:23])[CH:16]=2)[N:11]=[C:10]([NH:24][CH:25]2[CH2:31][CH2:30][CH2:29][CH2:28][CH2:27][CH2:26]2)[N:9]=1. Product: [Cl:23][C:17]1[CH:16]=[C:15]([NH:14][C:12]2[N:11]=[C:10]([NH:24][CH:25]3[CH2:31][CH2:30][CH2:29][CH2:28][CH2:27][CH2:26]3)[N:9]=[C:8]([O:4][CH:1]([CH3:3])[CH3:2])[N:13]=2)[CH:20]=[CH:19][C:18]=1[O:21][CH3:22]. The catalyst class is: 48. (2) Reactant: [Br:1][C:2]1[CH:8]=[CH:7][CH:6]=[CH:5][C:3]=1[NH2:4].CO[CH:11]=[C:12]1[C:17](=[O:18])[O:16][C:15]([CH3:20])([CH3:19])[O:14][C:13]1=[O:21]. Product: [Br:1][C:2]1[CH:8]=[CH:7][CH:6]=[CH:5][C:3]=1[NH:4][CH:11]=[C:12]1[C:13](=[O:21])[O:14][C:15]([CH3:19])([CH3:20])[O:16][C:17]1=[O:18]. The catalyst class is: 32. (3) Reactant: [CH2:1]([O:8][C:9]1[CH:18]=[CH:17][C:16]([NH:19][S:20]([C:23]2[CH:28]=[CH:27][CH:26]=[CH:25][C:24]=2[N+:29]([O-])=O)(=[O:22])=[O:21])=[C:15]2[C:10]=1[CH:11]=[CH:12][CH:13]=[N:14]2)[C:2]1[CH:7]=[CH:6][CH:5]=[CH:4][CH:3]=1.Cl[Sn]Cl. Product: [NH2:29][C:24]1[CH:25]=[CH:26][CH:27]=[CH:28][C:23]=1[S:20]([NH:19][C:16]1[CH:17]=[CH:18][C:9]([O:8][CH2:1][C:2]2[CH:3]=[CH:4][CH:5]=[CH:6][CH:7]=2)=[C:10]2[C:15]=1[N:14]=[CH:13][CH:12]=[CH:11]2)(=[O:21])=[O:22]. The catalyst class is: 14. (4) Reactant: [Br:1][C:2]1[CH:3]=[CH:4][C:5]2[N:6]([C:8](I)=[CH:9][N:10]=2)[CH:7]=1.[N:12]1[CH:17]=[CH:16][C:15](B(O)O)=[CH:14][CH:13]=1. Product: [Br:1][C:2]1[CH:3]=[CH:4][C:5]2[N:6]([C:8]([C:15]3[CH:16]=[CH:17][N:12]=[CH:13][CH:14]=3)=[CH:9][N:10]=2)[CH:7]=1. The catalyst class is: 203.